From a dataset of Reaction yield outcomes from USPTO patents with 853,638 reactions. Predict the reaction yield, written as a fraction of the theoretical maximum amount of product (1.0 means a 100% yield; for example, 0.34 means a 34% yield). (1) The reactants are [OH:1][C@H:2]([CH2:28][CH3:29])[C:3]([N:5]1[CH2:10][CH2:9][N:8]([C:11]2[C:20]3[C:15](=[CH:16][CH:17]=[CH:18][CH:19]=3)[N:14]=[C:13]([C:21]3[CH:26]=[CH:25][CH:24]=[CH:23][C:22]=3[OH:27])[N:12]=2)[CH2:7][CH2:6]1)=[O:4].[ClH:30].CCOCC. The product is [ClH:30].[OH:1][C@H:2]([CH2:28][CH3:29])[C:3]([N:5]1[CH2:10][CH2:9][N:8]([C:11]2[C:20]3[C:15](=[CH:16][CH:17]=[CH:18][CH:19]=3)[N:14]=[C:13]([C:21]3[CH:26]=[CH:25][CH:24]=[CH:23][C:22]=3[OH:27])[N:12]=2)[CH2:7][CH2:6]1)=[O:4]. The catalyst is C(Cl)Cl. The yield is 0.900. (2) The product is [OH:17][C:14]1[CH:15]=[CH:16][C:11]([C:8]2[O:9][C:10]3[C:2]([O:24][CH3:22])=[CH:3][C:4]([OH:18])=[CH:5][C:6]=3[N:7]=2)=[CH:12][CH:13]=1. The catalyst is CN(C)C=O.Cl.[Cu]Br. The yield is 0.600. The reactants are Br[C:2]1[C:10]2[O:9][C:8]([C:11]3[CH:16]=[CH:15][C:14]([OH:17])=[CH:13][CH:12]=3)=[N:7][C:6]=2[CH:5]=[C:4]([OH:18])[CH:3]=1.C[O-].[Na+].[C:22](OCC)(=[O:24])C. (3) The reactants are FC1(F)CC1CN1CCN(C2SC(C(OCC)=O)=C(C)N=2)C1=O.[CH3:24][C:25]1[N:26]=[C:27]([N:35]2[CH2:39][CH2:38][N:37]([CH2:40][CH2:41][CH2:42][C:43]([F:46])([F:45])[F:44])[C:36]2=[O:47])[S:28][C:29]=1[C:30]([O:32]CC)=[O:31]. No catalyst specified. The product is [CH3:24][C:25]1[N:26]=[C:27]([N:35]2[CH2:39][CH2:38][N:37]([CH2:40][CH2:41][CH2:42][C:43]([F:44])([F:45])[F:46])[C:36]2=[O:47])[S:28][C:29]=1[C:30]([OH:32])=[O:31]. The yield is 0.870. (4) The reactants are [C:1]([C:4]1[NH:5][C:6]2[C:11]([CH:12]=1)=[CH:10][C:9]([C:13]([O:15]C)=[O:14])=[CH:8][CH:7]=2)(=[O:3])[NH2:2].[OH-].[K+]. The catalyst is O1CCCC1.C(O)CO.O. The product is [C:1]([C:4]1[NH:5][C:6]2[C:11]([CH:12]=1)=[CH:10][C:9]([C:13]([OH:15])=[O:14])=[CH:8][CH:7]=2)(=[O:3])[NH2:2]. The yield is 0.820. (5) The catalyst is O1CCOCC1. The yield is 0.950. The product is [ClH:23].[ClH:42].[ClH:23].[NH2:32][C:28]1[CH:27]=[C:26]([CH2:25][CH2:24][C:10]2[CH:11]=[C:12]([NH:15][C:16]3[C:21]([F:22])=[CH:20][N:19]=[C:18]([Cl:23])[N:17]=3)[CH:13]=[CH:14][C:9]=2[NH2:8])[CH:31]=[N:30][CH:29]=1. The reactants are C(OC([NH:8][C:9]1[CH:14]=[CH:13][C:12]([NH:15][C:16]2[C:21]([F:22])=[CH:20][N:19]=[C:18]([Cl:23])[N:17]=2)=[CH:11][C:10]=1[CH2:24][CH2:25][C:26]1[CH:27]=[C:28]([NH:32]C(=O)OC(C)(C)C)[CH:29]=[N:30][CH:31]=1)=O)(C)(C)C.CO.[ClH:42]. (6) The reactants are [CH3:1][C:2]1[C:7]([OH:8])=[CH:6][CH:5]=[CH:4][N:3]=1.[H-].[Na+].Br[C:12]1[CH:13]=[C:14]([N+]([O-])=O)[C:15]([C:18]#[N:19])=[N:16][CH:17]=1.[N:23]1[CH:28]=[CH:27][CH:26]=[CH:25][C:24]=1[SH:29]. The catalyst is CN(C=O)C. The product is [CH3:1][C:2]1[C:7]([O:8][C:14]2[C:15]([C:18]#[N:19])=[N:16][CH:17]=[C:12]([S:29][C:24]3[CH:25]=[CH:26][CH:27]=[CH:28][N:23]=3)[CH:13]=2)=[CH:6][CH:5]=[CH:4][N:3]=1. The yield is 0.850.